This data is from Reaction yield outcomes from USPTO patents with 853,638 reactions. The task is: Predict the reaction yield, written as a fraction of the theoretical maximum amount of product (1.0 means a 100% yield; for example, 0.34 means a 34% yield). (1) The reactants are [F:1][C:2]1[CH:19]=[CH:18][C:5](/[CH:6]=[N:7]/[C:8]2[CH:16]=[CH:15][CH:14]=[C:13]3[C:9]=2[CH2:10][O:11][C:12]3=[O:17])=[CH:4][CH:3]=1.[CH:20]([C:22]1[CH:32]=[CH:31][C:25]([C:26]([N:28]([CH3:30])[CH3:29])=[O:27])=[CH:24][CH:23]=1)=O.[O-:33][CH2:34][CH3:35].[Na+].O. The catalyst is C(OCC)(=O)CC.CCOC(C)=O. The product is [CH3:29][N:28]([CH3:30])[C:26]([C:25]1[CH:31]=[CH:32][C:22]([CH:20]2[C:34](=[O:33])[C:35]3[C:13]([C:12]([O:11][CH2:10][CH3:9])=[O:17])=[CH:14][CH:15]=[CH:16][C:8]=3[NH:7][CH:6]2[C:5]2[CH:18]=[CH:19][C:2]([F:1])=[CH:3][CH:4]=2)=[CH:23][CH:24]=1)=[O:27]. The yield is 0.440. (2) The reactants are [F:1][C:2]([F:39])([C:18]([F:38])([F:37])[C:19]([F:36])([F:35])[C:20]([F:34])([F:33])[CH2:21][N:22]1C(=O)C2C(=CC=CC=2)C1=O)[CH2:3][O:4][CH2:5][CH2:6][O:7][CH2:8][CH2:9][O:10][CH2:11][CH2:12][O:13][CH2:14][CH2:15][O:16][CH3:17].NN. The catalyst is C(O)C. The product is [F:1][C:2]([F:39])([C:18]([F:37])([F:38])[C:19]([F:35])([F:36])[C:20]([F:34])([F:33])[CH2:21][NH2:22])[CH2:3][O:4][CH2:5][CH2:6][O:7][CH2:8][CH2:9][O:10][CH2:11][CH2:12][O:13][CH2:14][CH2:15][O:16][CH3:17]. The yield is 0.930. (3) The reactants are [NH:1]([C:3]([C:5]1[CH:6]=[C:7]([S:11]([NH2:14])(=[O:13])=[O:12])[CH:8]=[CH:9][CH:10]=1)=[O:4])[NH2:2].[Cl:15][C:16]1[CH:17]=[CH:18][C:19]([OH:25])=[C:20]([C:22](=O)[CH3:23])[CH:21]=1. The catalyst is CO.C(O)(=O)C. The product is [Cl:15][C:16]1[CH:17]=[CH:18][C:19]([OH:25])=[C:20](/[C:22](=[N:2]/[NH:1][C:3]([C:5]2[CH:6]=[C:7]([S:11]([NH2:14])(=[O:13])=[O:12])[CH:8]=[CH:9][CH:10]=2)=[O:4])/[CH3:23])[CH:21]=1. The yield is 0.404. (4) The reactants are FC1C=CC=CC=1C(Cl)=O.[F:11][C:12]1[CH:13]=[C:14]([CH:18]=[C:19]([F:21])[CH:20]=1)[C:15](Cl)=[O:16].[NH2:22][C:23]1[CH:24]=[C:25]([CH:36]=[CH:37][N:38]=1)[C:26]([NH:28][CH2:29][C:30]1[CH:35]=[CH:34][CH:33]=[CH:32][CH:31]=1)=[O:27]. No catalyst specified. The product is [CH2:29]([NH:28][C:26](=[O:27])[C:25]1[CH:36]=[CH:37][N:38]=[C:23]([NH:22][C:15](=[O:16])[C:14]2[CH:13]=[C:12]([F:11])[CH:20]=[C:19]([F:21])[CH:18]=2)[CH:24]=1)[C:30]1[CH:35]=[CH:34][CH:33]=[CH:32][CH:31]=1. The yield is 0.680. (5) The reactants are [NH2:1][C:2]1[CH:10]=[CH:9][C:8]([CH3:11])=[CH:7][C:3]=1[C:4]([OH:6])=O.[NH2:12][CH2:13][CH2:14][CH2:15][C@H:16]1[O:20][C:19](=[O:21])[N:18]([C:22]2[CH:23]=[CH:24][C:25]3[S:30][CH2:29][C:28](=[O:31])[NH:27][C:26]=3[CH:32]=2)[CH2:17]1. No catalyst specified. The product is [NH2:1][C:2]1[CH:10]=[CH:9][C:8]([CH3:11])=[CH:7][C:3]=1[C:4]([NH:12][CH2:13][CH2:14][CH2:15][C@H:16]1[O:20][C:19](=[O:21])[N:18]([C:22]2[CH:23]=[CH:24][C:25]3[S:30][CH2:29][C:28](=[O:31])[NH:27][C:26]=3[CH:32]=2)[CH2:17]1)=[O:6]. The yield is 0.560.